This data is from TCR-epitope binding with 47,182 pairs between 192 epitopes and 23,139 TCRs. The task is: Binary Classification. Given a T-cell receptor sequence (or CDR3 region) and an epitope sequence, predict whether binding occurs between them. (1) The TCR CDR3 sequence is CASSLFGGSGGADEQFF. Result: 1 (the TCR binds to the epitope). The epitope is KAYNVTQAF. (2) The epitope is GTSGSPIVNR. The TCR CDR3 sequence is CASSRHGSGVDQPQHF. Result: 1 (the TCR binds to the epitope). (3) The epitope is CTELKLSDY. The TCR CDR3 sequence is CASSFLLNTEAFF. Result: 0 (the TCR does not bind to the epitope).